This data is from Forward reaction prediction with 1.9M reactions from USPTO patents (1976-2016). The task is: Predict the product of the given reaction. (1) Given the reactants Cl[C:2]1[C:7]([N+:8]([O-:10])=[O:9])=[CH:6][CH:5]=[C:4]([O:11][CH3:12])[N:3]=1.[NH2:13][CH2:14][CH2:15][N:16]1[CH2:21][CH2:20][CH:19]([NH:22][C:23](=[O:29])[O:24][C:25]([CH3:28])([CH3:27])[CH3:26])[CH2:18][CH2:17]1.C(=O)([O-])[O-].[K+].[K+], predict the reaction product. The product is: [CH3:12][O:11][C:4]1[N:3]=[C:2]([NH:13][CH2:14][CH2:15][N:16]2[CH2:21][CH2:20][CH:19]([NH:22][C:23](=[O:29])[O:24][C:25]([CH3:27])([CH3:26])[CH3:28])[CH2:18][CH2:17]2)[C:7]([N+:8]([O-:10])=[O:9])=[CH:6][CH:5]=1. (2) Given the reactants [F:1][C:2]1[CH:8]=[CH:7][C:5]([NH2:6])=[C:4]([O:9][CH3:10])[CH:3]=1.Cl.[CH:12](=O)/[CH:13]=[CH:14]/[CH3:15].[NH4+].[OH-], predict the reaction product. The product is: [F:1][C:2]1[CH:8]=[C:7]2[C:5](=[C:4]([O:9][CH3:10])[CH:3]=1)[N:6]=[C:14]([CH3:15])[CH:13]=[CH:12]2. (3) Given the reactants [NH2:1][CH:2]1[CH2:7][CH2:6][N:5]([C:8]([O:10][C:11]([CH3:14])([CH3:13])[CH3:12])=[O:9])[CH2:4][CH2:3]1.[CH:15]([C:17]1[C:18]([NH:23][C:24](=O)[O:25]CC)=[N:19][CH:20]=[CH:21][CH:22]=1)=O.[BH4-].[Na+].C1(C)C=CC=CC=1, predict the reaction product. The product is: [O:25]=[C:24]1[NH:23][C:18]2[N:19]=[CH:20][CH:21]=[CH:22][C:17]=2[CH2:15][N:1]1[CH:2]1[CH2:3][CH2:4][N:5]([C:8]([O:10][C:11]([CH3:14])([CH3:13])[CH3:12])=[O:9])[CH2:6][CH2:7]1.